This data is from Orexin1 receptor HTS with 218,158 compounds and 233 confirmed actives. The task is: Binary Classification. Given a drug SMILES string, predict its activity (active/inactive) in a high-throughput screening assay against a specified biological target. (1) The drug is Brc1c(CCNC(=O)Cc2ccccc2)cc(OC)c(OC)c1. The result is 0 (inactive). (2) The compound is O=C1N2C(C(c3c1cc(OC)c(OC)c3)C(=O)NCCC(C)C)CCCC2. The result is 0 (inactive).